Predict the product of the given reaction. From a dataset of Forward reaction prediction with 1.9M reactions from USPTO patents (1976-2016). (1) Given the reactants [CH3:1][O:2][C:3]1[CH:91]=[CH:90][C:6]([CH2:7][O:8][C@@H:9]([C@@H:84]([CH3:89])/[CH:85]=[CH:86]\[CH:87]=[CH2:88])[C@@H:10]([CH3:83])[C@H:11]([O:75][Si:76]([C:79]([CH3:82])([CH3:81])[CH3:80])([CH3:78])[CH3:77])[CH2:12][CH2:13][CH2:14][CH2:15][C@H:16]([CH3:74])[C@@H:17]([O:66][Si:67]([C:70]([CH3:73])([CH3:72])[CH3:71])([CH3:69])[CH3:68])[C@@H:18]([CH3:65])/[CH:19]=[CH:20]\[C@@H:21]([O:57][Si:58]([C:61]([CH3:64])([CH3:63])[CH3:62])([CH3:60])[CH3:59])[CH2:22][C@H:23]([O:49][Si:50]([C:53]([CH3:56])([CH3:55])[CH3:54])([CH3:52])[CH3:51])[C@H:24]([CH3:48])/[CH:25]=[CH:26]/[CH2:27][O:28]C(C2C=CC=CC=2)(C2C=CC=CC=2)C2C=CC=CC=2)=[CH:5][CH:4]=1, predict the reaction product. The product is: [CH3:1][O:2][C:3]1[CH:4]=[CH:5][C:6]([CH2:7][O:8][C@@H:9]([C@@H:84]([CH3:89])/[CH:85]=[CH:86]\[CH:87]=[CH2:88])[C@@H:10]([CH3:83])[C@H:11]([O:75][Si:76]([C:79]([CH3:82])([CH3:81])[CH3:80])([CH3:77])[CH3:78])[CH2:12][CH2:13][CH2:14][CH2:15][C@H:16]([CH3:74])[C@@H:17]([O:66][Si:67]([C:70]([CH3:71])([CH3:72])[CH3:73])([CH3:69])[CH3:68])[C@@H:18]([CH3:65])/[CH:19]=[CH:20]\[C@@H:21]([O:57][Si:58]([C:61]([CH3:62])([CH3:63])[CH3:64])([CH3:60])[CH3:59])[CH2:22][C@H:23]([O:49][Si:50]([C:53]([CH3:54])([CH3:55])[CH3:56])([CH3:52])[CH3:51])[C@H:24]([CH3:48])/[CH:25]=[CH:26]/[CH2:27][OH:28])=[CH:90][CH:91]=1. (2) Given the reactants C([O:8][CH2:9][CH2:10][CH2:11][CH2:12][CH2:13][CH:14]([OH:23])[CH2:15][CH2:16][CH2:17][CH2:18][CH2:19][CH2:20][CH2:21][CH3:22])C1C=CC=CC=1, predict the reaction product. The product is: [CH2:9]([OH:8])[CH2:10][CH2:11][CH2:12][CH2:13][CH:14]([OH:23])[CH2:15][CH2:16][CH2:17][CH2:18][CH2:19][CH2:20][CH2:21][CH3:22]. (3) Given the reactants [Br:1][C:2]1[CH:3]=[C:4]([CH2:8][C:9]([NH:12]C(=O)CCl)([CH3:11])[CH3:10])[CH:5]=[CH:6][CH:7]=1.NC(N)=S.C(O)(=O)C, predict the reaction product. The product is: [Br:1][C:2]1[CH:3]=[C:4]([CH2:8][C:9]([NH2:12])([CH3:10])[CH3:11])[CH:5]=[CH:6][CH:7]=1. (4) Given the reactants COC1C=CC(C[N:8]2[CH:12]=[C:11]([C:13]3[N:17]=[C:16]([NH:18][C:19]4[CH:24]=[CH:23][CH:22]=[CH:21][N:20]=4)[S:15][N:14]=3)[C:10]([CH3:25])=[N:9]2)=CC=1.COC1C=CC(CN2C(C)=C(C(=N)N)C=N2)=CC=1, predict the reaction product. The product is: [CH3:25][C:10]1[C:11]([C:13]2[N:17]=[C:16]([NH:18][C:19]3[CH:24]=[CH:23][CH:22]=[CH:21][N:20]=3)[S:15][N:14]=2)=[CH:12][NH:8][N:9]=1. (5) Given the reactants [O-]P([O-])([O-])=O.[K+].[K+].[K+].[Cl:9][C:10]1[CH:11]=[C:12]2[C:16](=[CH:17][CH:18]=1)[NH:15][N:14]=[CH:13]2.[C:19]([CH:21]1[CH2:24][N:23]([C:25](=[O:49])[C@H:26]([NH:28][C:29]([C:31]2[C:39]3[C:34](=[N:35][CH:36]=[C:37](I)[N:38]=3)[N:33]([CH2:41][O:42][CH2:43][CH2:44][Si:45]([CH3:48])([CH3:47])[CH3:46])[CH:32]=2)=[O:30])[CH3:27])[CH2:22]1)#[N:20].CN[C@@H]1CCCC[C@H]1NC, predict the reaction product. The product is: [C:19]([CH:21]1[CH2:22][N:23]([C:25](=[O:49])[C@H:26]([NH:28][C:29]([C:31]2[C:39]3[C:34](=[N:35][CH:36]=[C:37]([N:15]4[C:16]5[C:12](=[CH:11][C:10]([Cl:9])=[CH:18][CH:17]=5)[CH:13]=[N:14]4)[N:38]=3)[N:33]([CH2:41][O:42][CH2:43][CH2:44][Si:45]([CH3:48])([CH3:47])[CH3:46])[CH:32]=2)=[O:30])[CH3:27])[CH2:24]1)#[N:20]. (6) Given the reactants CCN=C=NCCCN(C)C.Cl.[CH3:13][NH:14][O:15][CH3:16].[Br:17][C:18]1[CH:23]=[C:22]([O:24][CH2:25][CH:26]2[CH2:28][CH2:27]2)[CH:21]=[CH:20][C:19]=1[CH2:29][C:30]([OH:32])=O.C1C=CC2N(O)N=NC=2C=1, predict the reaction product. The product is: [Br:17][C:18]1[CH:23]=[C:22]([O:24][CH2:25][CH:26]2[CH2:27][CH2:28]2)[CH:21]=[CH:20][C:19]=1[CH2:29][C:30]([N:14]([O:15][CH3:16])[CH3:13])=[O:32]. (7) Given the reactants [F:1][C:2]1[CH:3]=[CH:4][C:5]([C:25]([F:28])([F:27])[F:26])=[C:6]([C@H:8]2[CH2:12][CH2:11][CH2:10][N:9]2[C:13]2[CH:18]=[CH:17][N:16]3[N:19]=[CH:20][C:21]([C:22](O)=[O:23])=[C:15]3[N:14]=2)[CH:7]=1.[Cl-].[NH4+:30], predict the reaction product. The product is: [F:1][C:2]1[CH:3]=[CH:4][C:5]([C:25]([F:27])([F:28])[F:26])=[C:6]([C@H:8]2[CH2:12][CH2:11][CH2:10][N:9]2[C:13]2[CH:18]=[CH:17][N:16]3[N:19]=[CH:20][C:21]([C:22]([NH2:30])=[O:23])=[C:15]3[N:14]=2)[CH:7]=1.